From a dataset of Catalyst prediction with 721,799 reactions and 888 catalyst types from USPTO. Predict which catalyst facilitates the given reaction. (1) Reactant: CC1C(C)=C(C(C2N=CNC=2)C)C=CC=1.[CH3:16][CH2:17][NH:18][C:19]([C@H:21]1[N:25]([C:26]([C@@H:28]([NH:36][C:37]([C@@H:39]([NH:44][C:45]([C@H:47]([NH:52][C:53]([C@@H:55]([NH:64][C:65]([C@@H:67]([NH:70][C:71]([C@@H:73]([NH:84][C:85]([C@@H:87]([NH:94][C:95]([C@H:97]2[NH:102][C:100](=[O:101])[CH2:99][CH2:98]2)=[O:96])[CH2:88][C:89]2[N:93]=[CH:92][NH:91][CH:90]=2)=[O:86])[CH2:74][C:75]2[C:79]3[CH:80]=[CH:81][CH:82]=[CH:83][C:78]=3[NH:77][CH:76]=2)=[O:72])[CH2:68][OH:69])=[O:66])[CH2:56][C:57]2[CH:58]=[CH:59][C:60]([OH:63])=[CH:61][CH:62]=2)=[O:54])[CH2:48][CH:49]([CH3:51])[CH3:50])=[O:46])[CH2:40][CH:41]([CH3:43])[CH3:42])=[O:38])[CH2:29][CH2:30][CH2:31][NH:32][C:33]([NH2:35])=[NH:34])=[O:27])[CH2:24][CH2:23][CH2:22]1)=[O:20].CC(O)=O. Product: [CH3:16][CH2:17][NH:18][C:19]([C@H:21]1[N:25]([C:26]([C@@H:28]([NH:36][C:37]([C@@H:39]([NH:44][C:45]([C@H:47]([NH:52][C:53]([C@@H:55]([NH:64][C:65]([C@@H:67]([NH:70][C:71]([C@@H:73]([NH:84][C:85]([C@@H:87]([NH:94][C:95]([C@H:97]2[NH:102][C:100](=[O:101])[CH2:99][CH2:98]2)=[O:96])[CH2:88][C:89]2[N:93]=[CH:92][NH:91][CH:90]=2)=[O:86])[CH2:74][C:75]2[C:79]3[CH:80]=[CH:81][CH:82]=[CH:83][C:78]=3[NH:77][CH:76]=2)=[O:72])[CH2:68][OH:69])=[O:66])[CH2:56][C:57]2[CH:62]=[CH:61][C:60]([OH:63])=[CH:59][CH:58]=2)=[O:54])[CH2:48][CH:49]([CH3:51])[CH3:50])=[O:46])[CH2:40][CH:41]([CH3:43])[CH3:42])=[O:38])[CH2:29][CH2:30][CH2:31][NH:32][C:33]([NH2:35])=[NH:34])=[O:27])[CH2:24][CH2:23][CH2:22]1)=[O:20]. The catalyst class is: 6. (2) Reactant: [Cl:1][C:2]1[C:3]([NH:15][CH:16]2[C:20]3([CH2:24][CH2:23][CH2:22][CH2:21]3)[CH2:19][NH:18][CH2:17]2)=[N:4][C:5]([NH:8][C:9]2[CH:10]=[N:11][N:12]([CH3:14])[CH:13]=2)=[N:6][CH:7]=1.[C:25]([CH2:27][C:28](O)=[O:29])#[N:26].CN(C(ON1N=NC2C=CC=NC1=2)=[N+](C)C)C.F[P-](F)(F)(F)(F)F.CCN(CC)CC. Product: [Cl:1][C:2]1[C:3]([NH:15][CH:16]2[C:20]3([CH2:21][CH2:22][CH2:23][CH2:24]3)[CH2:19][N:18]([C:28](=[O:29])[CH2:27][C:25]#[N:26])[CH2:17]2)=[N:4][C:5]([NH:8][C:9]2[CH:10]=[N:11][N:12]([CH3:14])[CH:13]=2)=[N:6][CH:7]=1. The catalyst class is: 606. (3) Reactant: [Cl:1][CH2:2][C:3](Cl)=[O:4].[C:6]1([O:12][C:13]2[CH:18]=[CH:17][CH:16]=[CH:15][CH:14]=2)[CH:11]=[CH:10][CH:9]=[CH:8][CH:7]=1.[Al+3].[Cl-].[Cl-].[Cl-]. Product: [Cl:1][CH2:2][C:3]([C:16]1[CH:17]=[CH:18][C:13]([O:12][C:6]2[CH:11]=[CH:10][CH:9]=[CH:8][CH:7]=2)=[CH:14][CH:15]=1)=[O:4]. The catalyst class is: 2. (4) Reactant: N#N.[F:3][C:4]([F:18])([CH3:17])[CH2:5][CH2:6][CH2:7][CH2:8][N:9]1[CH:13]=[C:12]([N+:14]([O-])=O)[CH:11]=[N:10]1.[NH4+].[Cl-]. Product: [F:18][C:4]([F:3])([CH3:17])[CH2:5][CH2:6][CH2:7][CH2:8][N:9]1[CH:13]=[C:12]([NH2:14])[CH:11]=[N:10]1. The catalyst class is: 314. (5) Reactant: [N+:1]([C:4]1[CH:9]=[CH:8][C:7]([CH2:10][CH2:11][N:12]2[CH2:17][CH2:16][NH:15][CH2:14][CH2:13]2)=[CH:6][CH:5]=1)([O-:3])=[O:2].[Br:18][C:19]1[CH:24]=[CH:23][C:22]([CH2:25][CH2:26]Br)=[CH:21][CH:20]=1.C(N(CC)CC)C. Product: [Br:18][C:19]1[CH:24]=[CH:23][C:22]([CH2:25][CH2:26][N:15]2[CH2:14][CH2:13][N:12]([CH2:11][CH2:10][C:7]3[CH:8]=[CH:9][C:4]([N+:1]([O-:3])=[O:2])=[CH:5][CH:6]=3)[CH2:17][CH2:16]2)=[CH:21][CH:20]=1. The catalyst class is: 3. (6) Reactant: [I:1][C:2]1[CH:27]=[CH:26][CH:25]=[CH:24][C:3]=1[C:4]([NH:6][C:7]1[CH:12]=[CH:11][C:10]([N:13]2[CH2:18][CH2:17][N:16](C(OCC)=O)[CH2:15][CH2:14]2)=[CH:9][CH:8]=1)=[O:5].[OH-].[K+]. Product: [I:1][C:2]1[CH:27]=[CH:26][CH:25]=[CH:24][C:3]=1[C:4]([NH:6][C:7]1[CH:8]=[CH:9][C:10]([N:13]2[CH2:14][CH2:15][NH:16][CH2:17][CH2:18]2)=[CH:11][CH:12]=1)=[O:5]. The catalyst class is: 32. (7) Reactant: C(=O)([O-])[O-].[K+].[K+].[Si:7]([O:14][CH2:15][CH2:16][CH2:17]Br)([C:10]([CH3:13])([CH3:12])[CH3:11])([CH3:9])[CH3:8].[Cl:19][C:20]1[CH:21]=[C:22]([CH:28]=[C:29]([F:32])[C:30]=1[OH:31])[C:23]([O:25][CH2:26][CH3:27])=[O:24]. Product: [Si:7]([O:14][CH2:15][CH2:16][CH2:17][O:31][C:30]1[C:29]([F:32])=[CH:28][C:22]([C:23]([O:25][CH2:26][CH3:27])=[O:24])=[CH:21][C:20]=1[Cl:19])([C:10]([CH3:13])([CH3:12])[CH3:11])([CH3:9])[CH3:8]. The catalyst class is: 3. (8) Reactant: Cl.[NH2:2][C:3]1[N:8]=[CH:7][C:6]([C:9]2[CH:10]=[N:11][N:12]([CH:14]3[CH2:19][CH2:18][N:17](C(OC(C)(C)C)=O)[CH2:16][CH2:15]3)[CH:13]=2)=[CH:5][C:4]=1[C:27]1[O:28][C:29]2[C:35]([CH2:36][OH:37])=[CH:34][CH:33]=[CH:32][C:30]=2[N:31]=1. Product: [NH2:2][C:3]1[C:4]([C:27]2[O:28][C:29]3[C:35]([CH2:36][OH:37])=[CH:34][CH:33]=[CH:32][C:30]=3[N:31]=2)=[CH:5][C:6]([C:9]2[CH:10]=[N:11][N:12]([CH:14]3[CH2:19][CH2:18][NH:17][CH2:16][CH2:15]3)[CH:13]=2)=[CH:7][N:8]=1. The catalyst class is: 41. (9) Reactant: [C:1]([O:5][C:6]([N:8]([CH2:15][CH2:16][OH:17])[CH2:9][C:10]([O:12][CH2:13][CH3:14])=[O:11])=[O:7])([CH3:4])([CH3:3])[CH3:2].Br[CH2:19][C:20]([O:22][CH2:23][CH3:24])=[O:21].[H-].[Na+]. Product: [C:1]([O:5][C:6]([N:8]([CH2:15][CH2:16][O:17][CH2:19][C:20]([O:22][CH2:23][CH3:24])=[O:21])[CH2:9][C:10]([O:12][CH2:13][CH3:14])=[O:11])=[O:7])([CH3:3])([CH3:2])[CH3:4]. The catalyst class is: 1.